Dataset: Catalyst prediction with 721,799 reactions and 888 catalyst types from USPTO. Task: Predict which catalyst facilitates the given reaction. (1) Reactant: [CH:1]([Mg]Cl)([CH3:3])[CH3:2].[Br:6][C:7]1[CH:8]=[C:9]2[C:14](=[C:15]([Cl:20])[C:16]=1[O:17][CH2:18][CH3:19])[O:13][C:12]([CH3:22])([CH3:21])[CH2:11][C:10]2=O.CN1CCCN(C)C1=O. Product: [Br:6][C:7]1[CH:8]=[C:9]2[C:14](=[C:15]([Cl:20])[C:16]=1[O:17][CH2:18][CH3:19])[O:13][C:12]([CH3:22])([CH3:21])[CH:11]=[C:10]2[CH:1]([CH3:3])[CH3:2]. The catalyst class is: 1. (2) Reactant: [CH2:1]([O:3][C:4](=[O:9])[CH2:5][CH:6]([NH2:8])[CH3:7])[CH3:2].[C:10]1(=O)[CH2:14][CH2:13][CH2:12][CH2:11]1.C([O-])(=O)C.[Na+].C(O[BH-](OC(=O)C)OC(=O)C)(=O)C.[Na+].C(=O)(O)[O-].[Na+]. Product: [CH2:1]([O:3][C:4](=[O:9])[CH2:5][CH:6]([NH:8][CH:10]1[CH2:14][CH2:13][CH2:12][CH2:11]1)[CH3:7])[CH3:2]. The catalyst class is: 4. (3) Reactant: [CH3:1][C:2]1[N:3]([CH:14]([C:16]2[CH:21]=[CH:20][CH:19]=[CH:18][CH:17]=2)[CH3:15])[C:4]2[C:9]([C:10]=1[C:11](O)=[O:12])=[CH:8][CH:7]=[CH:6][CH:5]=2.ON1C2C=CC=CC=2N=N1.Cl.C(N=C=NCCCN(C)C)C.CN(C)C.[NH2:48][CH2:49][C:50]1[C:51]([OH:58])=[N:52][C:53]([CH3:57])=[CH:54][C:55]=1[CH3:56]. Product: [OH:58][C:51]1[C:50]([CH2:49][NH:48][C:11]([C:10]2[C:9]3[C:4](=[CH:5][CH:6]=[CH:7][CH:8]=3)[N:3]([CH:14]([C:16]3[CH:17]=[CH:18][CH:19]=[CH:20][CH:21]=3)[CH3:15])[C:2]=2[CH3:1])=[O:12])=[C:55]([CH3:56])[CH:54]=[C:53]([CH3:57])[N:52]=1. The catalyst class is: 46.